This data is from Forward reaction prediction with 1.9M reactions from USPTO patents (1976-2016). The task is: Predict the product of the given reaction. (1) Given the reactants C1(C2OC(C(F)(F)F)=C(C(NC3C=CC(C4C=CC(C([C@@H]5CCC[C@H]5C(O)=O)=O)=CC=4)=CC=3)=O)N=2)C=CC=CC=1.[C:41]1([C:47]2[O:48][C:49]([C:78]([F:81])([F:80])[F:79])=[C:50]([C:52]([NH:54][C:55]3[CH:60]=[CH:59][C:58]([C:61]4[CH:66]=[CH:65][C:64]([C:67]([CH:69]5[CH2:74][CH2:73][CH2:72][CH2:71][CH:70]5[C:75]([OH:77])=[O:76])=[O:68])=[CH:63][CH:62]=4)=[CH:57][CH:56]=3)=[O:53])[N:51]=2)[CH:46]=[CH:45][CH:44]=[CH:43][CH:42]=1.C1(C2OC(C(F)(F)F)=C(C(O)=O)N=2)C=CC=CC=1.NC1C=CC(C2C=CC(C([C@@H]3CCCC[C@H]3C(O)=O)=O)=CC=2)=CC=1, predict the reaction product. The product is: [C:41]1([C:47]2[O:48][C:49]([C:78]([F:80])([F:81])[F:79])=[C:50]([C:52]([NH:54][C:55]3[CH:56]=[CH:57][C:58]([C:61]4[CH:66]=[CH:65][C:64]([C:67]([C@H:69]5[CH2:74][CH2:73][CH2:72][CH2:71][C@@H:70]5[C:75]([OH:77])=[O:76])=[O:68])=[CH:63][CH:62]=4)=[CH:59][CH:60]=3)=[O:53])[N:51]=2)[CH:46]=[CH:45][CH:44]=[CH:43][CH:42]=1. (2) Given the reactants [CH3:1][N:2]1[C:11]2[C:6](=[CH:7][C:8]([C:12]#N)=[CH:9][CH:10]=2)[CH2:5][CH2:4][CH2:3]1.[CH2:14]([Mg]Cl)[CH2:15][CH3:16].C1C[O:22]CC1, predict the reaction product. The product is: [CH3:1][N:2]1[C:11]2[C:6](=[CH:7][C:8]([C:12](=[O:22])[CH2:14][CH2:15][CH3:16])=[CH:9][CH:10]=2)[CH2:5][CH2:4][CH2:3]1. (3) The product is: [Cl:5][C:6]1[CH:11]=[CH:10][C:9]([N+:12]([O-:14])=[O:13])=[C:8]([O:1][CH2:2][CH3:3])[CH:7]=1. Given the reactants [O-:1][CH2:2][CH3:3].[Na+].[Cl:5][C:6]1[CH:11]=[CH:10][C:9]([N+:12]([O-:14])=[O:13])=[C:8](F)[CH:7]=1, predict the reaction product. (4) Given the reactants Cl[CH2:2][C:3]([C:5]1[CH:10]=[CH:9][C:8]([C:11]([F:14])([F:13])[F:12])=[CH:7][CH:6]=1)=[O:4].[CH:15]1([C:21](=O)[CH2:22][C:23]([O:25][CH2:26][CH3:27])=[O:24])[CH2:20][CH2:19][CH2:18][CH2:17][CH2:16]1, predict the reaction product. The product is: [CH:15]1([C:21]2[O:4][C:3]([C:5]3[CH:10]=[CH:9][C:8]([C:11]([F:14])([F:13])[F:12])=[CH:7][CH:6]=3)=[CH:2][C:22]=2[C:23]([O:25][CH2:26][CH3:27])=[O:24])[CH2:20][CH2:19][CH2:18][CH2:17][CH2:16]1. (5) Given the reactants [C:1]([O:5][C:6](=[O:12])[C@@H:7]([CH:9]([CH3:11])[CH3:10])[NH2:8])([CH3:4])([CH3:3])[CH3:2].[C:13]([O:16][C:17]1[CH:18]=[C:19]2[C:24](=[CH:25][CH:26]=1)[CH:23]=[C:22]([S:27](Cl)(=[O:29])=[O:28])[CH:21]=[CH:20]2)(=[O:15])[CH3:14].C(N(CC)CC)C.C(O)(=O)CC(CC(O)=O)(C(O)=O)O, predict the reaction product. The product is: [C:1]([O:5][C:6](=[O:12])[C@@H:7]([CH:9]([CH3:10])[CH3:11])[NH:8][S:27]([C:22]1[CH:21]=[CH:20][C:19]2[C:24](=[CH:25][CH:26]=[C:17]([O:16][C:13](=[O:15])[CH3:14])[CH:18]=2)[CH:23]=1)(=[O:29])=[O:28])([CH3:4])([CH3:3])[CH3:2]. (6) Given the reactants [C:1]([O:5][C:6]([N:8]1[CH2:12][CH2:11][CH2:10][C@H:9]1[C@H:13]([C:17]1[CH:22]=[CH:21][C:20]([C:23]([F:26])([F:25])[F:24])=[C:19]([F:27])[CH:18]=1)[C:14](O)=[O:15])=[O:7])([CH3:4])([CH3:3])[CH3:2].Cl.Cl.[CH3:30][C@H:31]1[C:39]2[C:38]([N:40]3[CH2:45][CH2:44][NH:43][CH2:42][CH2:41]3)=[N:37][CH:36]=[N:35][C:34]=2[C@H:33]([OH:46])[CH2:32]1.C(N(C(C)C)CC)(C)C.CN(C(ON1N=NC2C=CC=CC1=2)=[N+](C)C)C.F[P-](F)(F)(F)(F)F, predict the reaction product. The product is: [F:27][C:19]1[CH:18]=[C:17]([C@@H:13]([C@@H:9]2[CH2:10][CH2:11][CH2:12][N:8]2[C:6]([O:5][C:1]([CH3:4])([CH3:3])[CH3:2])=[O:7])[C:14]([N:43]2[CH2:42][CH2:41][N:40]([C:38]3[C:39]4[C@H:31]([CH3:30])[CH2:32][C@@H:33]([OH:46])[C:34]=4[N:35]=[CH:36][N:37]=3)[CH2:45][CH2:44]2)=[O:15])[CH:22]=[CH:21][C:20]=1[C:23]([F:26])([F:24])[F:25].